Dataset: Catalyst prediction with 721,799 reactions and 888 catalyst types from USPTO. Task: Predict which catalyst facilitates the given reaction. Reactant: C(N(CC)CC)C.[OH:8]/[N:9]=[C:10](\[NH2:22])/[C:11]1[CH:16]=[CH:15][C:14]([C:17]2[N:18]=[N:19][S:20][CH:21]=2)=[CH:13][CH:12]=1.[CH3:23][C:24]1[CH:32]=[CH:31][CH:30]=[C:29]([CH3:33])[C:25]=1[C:26](Cl)=[O:27]. The catalyst class is: 1. Product: [CH3:23][C:24]1[CH:32]=[CH:31][CH:30]=[C:29]([CH3:33])[C:25]=1[C:26]([O:8]/[N:9]=[C:10](\[NH2:22])/[C:11]1[CH:12]=[CH:13][C:14]([C:17]2[N:18]=[N:19][S:20][CH:21]=2)=[CH:15][CH:16]=1)=[O:27].